This data is from Forward reaction prediction with 1.9M reactions from USPTO patents (1976-2016). The task is: Predict the product of the given reaction. (1) Given the reactants [CH3:1][N:2]1[CH:6]=[C:5]([C:7]([F:10])([F:9])[F:8])[C:4]([CH2:11][C:12]#[N:13])=[N:3]1.[C:14](=O)([O:20]C(C)(C)C)[O:15][C:16]([CH3:19])([CH3:18])[CH3:17].[BH4-].[Na+], predict the reaction product. The product is: [CH3:1][N:2]1[CH:6]=[C:5]([C:7]([F:8])([F:9])[F:10])[C:4]([CH2:11][CH2:12][NH:13][C:14](=[O:20])[O:15][C:16]([CH3:19])([CH3:18])[CH3:17])=[N:3]1. (2) Given the reactants [CH2:1]([O:8][C:9]1[CH:14]=[C:13]([O:15][CH2:16][CH2:17][C:18]2[CH:23]=[CH:22][CH:21]=[CH:20][CH:19]=2)[CH:12]=[CH:11][C:10]=1[N:24]1[S:28](=[O:30])(=[O:29])[N:27](CC[Si](C)(C)C)[C:26](=[O:37])[CH2:25]1)[C:2]1[CH:7]=[CH:6][CH:5]=[CH:4][CH:3]=1.[F-].C([N+](CCCC)(CCCC)CCCC)CCC, predict the reaction product. The product is: [CH2:1]([O:8][C:9]1[CH:14]=[C:13]([O:15][CH2:16][CH2:17][C:18]2[CH:23]=[CH:22][CH:21]=[CH:20][CH:19]=2)[CH:12]=[CH:11][C:10]=1[N:24]1[S:28](=[O:30])(=[O:29])[NH:27][C:26](=[O:37])[CH2:25]1)[C:2]1[CH:3]=[CH:4][CH:5]=[CH:6][CH:7]=1.